Predict the product of the given reaction. From a dataset of Forward reaction prediction with 1.9M reactions from USPTO patents (1976-2016). (1) Given the reactants [F:1][C:2]1[CH:7]=[CH:6][C:5]([C:8]2[C:9]([C:21]3[CH:26]=[CH:25][CH:24]=[C:23]([CH3:27])[N:22]=3)=[N:10][N:11](COCC[Si](C)(C)C)[CH:12]=2)=[CH:4][C:3]=1B1OC(C)(C)C(C)(C)O1.Br[C:38]1[CH:43]=[CH:42][C:41]([S:44]([NH2:47])(=[O:46])=[O:45])=[C:40]([F:48])[CH:39]=1.O, predict the reaction product. The product is: [F:1][C:2]1[CH:7]=[CH:6][C:5]([C:8]2[C:9]([C:21]3[CH:26]=[CH:25][CH:24]=[C:23]([CH3:27])[N:22]=3)=[N:10][NH:11][CH:12]=2)=[CH:4][C:3]=1[C:38]1[CH:43]=[CH:42][C:41]([S:44]([NH2:47])(=[O:45])=[O:46])=[C:40]([F:48])[CH:39]=1. (2) Given the reactants [CH3:1][O:2][C:3](=[O:24])[CH2:4][C:5]1[CH:10]=[CH:9][CH:8]=[C:7]([O:11][C:12]2[CH:17]=[CH:16][C:15]([C:18]([F:21])([F:20])[F:19])=[CH:14][C:13]=2[CH:22]=O)[CH:6]=1.[CH3:25][NH2:26], predict the reaction product. The product is: [CH3:1][O:2][C:3](=[O:24])[CH2:4][C:5]1[CH:10]=[CH:9][CH:8]=[C:7]([O:11][C:12]2[CH:17]=[CH:16][C:15]([C:18]([F:21])([F:20])[F:19])=[CH:14][C:13]=2[CH2:22][NH:26][CH3:25])[CH:6]=1. (3) Given the reactants [C:1]1([C:14]2[CH:19]=[CH:18][CH:17]=[CH:16][CH:15]=2)[CH:6]=[CH:5][C:4]([C:7]([NH:9][CH2:10][C:11]([OH:13])=O)=[O:8])=[CH:3][CH:2]=1.CCN(C(C)C)C(C)C.CCN=C=NCCCN(C)C.Cl.Cl.Cl.[Br:43][C:44]1[CH:49]=[CH:48][CH:47]=[CH:46][C:45]=1[NH:50][CH:51]1[CH2:56][CH2:55][NH:54][CH2:53][CH2:52]1, predict the reaction product. The product is: [Br:43][C:44]1[CH:49]=[CH:48][CH:47]=[CH:46][C:45]=1[NH:50][CH:51]1[CH2:56][CH2:55][N:54]([C:11](=[O:13])[CH2:10][NH:9][C:7]([C:4]2[CH:3]=[CH:2][C:1]([C:14]3[CH:19]=[CH:18][CH:17]=[CH:16][CH:15]=3)=[CH:6][CH:5]=2)=[O:8])[CH2:53][CH2:52]1. (4) Given the reactants Cl[CH2:2][C:3]([CH2:5]Cl)=[CH2:4].[O:7]1[C:12]2[CH:13]=[CH:14][CH:15]=[CH:16][C:11]=2[NH:10][C:9](=[O:17])[CH2:8]1.C([O-])([O-])=O.[Cs+].[Cs+].[CH2:24]([CH:28]1[CH2:33][CH2:32][NH:31][CH2:30][CH2:29]1)[CH2:25][CH2:26][CH3:27], predict the reaction product. The product is: [CH2:24]([CH:28]1[CH2:33][CH2:32][N:31]([CH2:4][C:3](=[CH2:2])[CH2:5][N:10]2[C:11]3[CH:16]=[CH:15][CH:14]=[CH:13][C:12]=3[O:7][CH2:8][C:9]2=[O:17])[CH2:30][CH2:29]1)[CH2:25][CH2:26][CH3:27].